From a dataset of Forward reaction prediction with 1.9M reactions from USPTO patents (1976-2016). Predict the product of the given reaction. (1) Given the reactants [Br:1][C:2]1[CH:7]=[CH:6][C:5](F)=[C:4]([N+:9]([O-:11])=[O:10])[CH:3]=1.[C:12]([O:16][C:17]([N:19]1[CH2:23][C@H:22]([OH:24])[C@@H:21]([NH:25]CC2C=CC=CC=2)[CH2:20]1)=[O:18])([CH3:15])([CH3:14])[CH3:13].C(N(CC)CC)C, predict the reaction product. The product is: [C:12]([O:16][C:17]([N:19]1[CH2:23][C@H:22]([OH:24])[C@@H:21]([NH:25][C:5]2[CH:6]=[CH:7][C:2]([Br:1])=[CH:3][C:4]=2[N+:9]([O-:11])=[O:10])[CH2:20]1)=[O:18])([CH3:15])([CH3:13])[CH3:14]. (2) The product is: [Br:1][CH2:2][CH2:3][CH2:4][CH2:5][CH2:6][CH2:7][CH2:8][C:9]([O:11][CH2:12][C:13]1[CH:18]=[CH:17][CH:16]=[CH:15][CH:14]=1)=[O:10]. Given the reactants [Br:1][CH2:2][CH2:3][CH2:4][CH2:5][CH2:6][CH2:7][CH2:8][C:9]([OH:11])=[O:10].[CH2:12](O)[C:13]1[CH:18]=[CH:17][CH:16]=[CH:15][CH:14]=1.C1(N=C=NC2CCCCC2)CCCCC1, predict the reaction product. (3) Given the reactants C([O:4][CH2:5][C@@:6]([NH:42]C(=O)C)([CH3:41])[CH2:7][CH2:8][C:9]1[N:10]([CH3:40])[C:11]([C:14]([O:26]C(=O)CCCC2C=CC(C)=C(C)C=2)=[CH:15][CH2:16][CH2:17][C:18]2[CH:23]=[CH:22][C:21]([CH3:24])=[C:20]([CH3:25])[CH:19]=2)=[CH:12][CH:13]=1)(=O)C.O.[OH-].[Li+].C(Cl)Cl, predict the reaction product. The product is: [NH2:42][C@:6]([CH3:41])([CH2:7][CH2:8][C:9]1[N:10]([CH3:40])[C:11]([C:14](=[O:26])[CH2:15][CH2:16][CH2:17][C:18]2[CH:23]=[CH:22][C:21]([CH3:24])=[C:20]([CH3:25])[CH:19]=2)=[CH:12][CH:13]=1)[CH2:5][OH:4]. (4) Given the reactants [CH:1]1([C:4]2[C:12]3[C:7](=[CH:8][CH:9]=[CH:10][C:11]=3[N+:13]([O-])=O)[N:6]([CH2:16][C:17]3[CH:22]=[CH:21][CH:20]=[C:19]([CH3:23])[N:18]=3)[N:5]=2)[CH2:3][CH2:2]1.[NH4+].[Cl-], predict the reaction product. The product is: [CH:1]1([C:4]2[C:12]3[C:11]([NH2:13])=[CH:10][CH:9]=[CH:8][C:7]=3[N:6]([CH2:16][C:17]3[CH:22]=[CH:21][CH:20]=[C:19]([CH3:23])[N:18]=3)[N:5]=2)[CH2:2][CH2:3]1.